Dataset: Full USPTO retrosynthesis dataset with 1.9M reactions from patents (1976-2016). Task: Predict the reactants needed to synthesize the given product. (1) Given the product [OH:14][C:9]1[NH:10][C:11]2[C:7]([C:8]=1[C:16]1[CH:21]=[CH:20][C:19]([CH2:22][N:23]3[CH2:28][CH2:27][CH2:26][CH:25]([CH3:29])[CH2:24]3)=[CH:18][N:17]=1)=[CH:6][C:5]([C:3]#[N:4])=[CH:13][CH:12]=2, predict the reactants needed to synthesize it. The reactants are: [H-].[Na+].[C:3]([C:5]1[CH:6]=[C:7]2[C:11](=[CH:12][CH:13]=1)[NH:10][C:9](=[O:14])[CH2:8]2)#[N:4].Cl[C:16]1[CH:21]=[CH:20][C:19]([CH2:22][N:23]2[CH2:28][CH2:27][CH2:26][CH:25]([CH3:29])[CH2:24]2)=[CH:18][N+:17]=1[O-].Cl.P(Cl)(Cl)Cl. (2) Given the product [Cl:40][C:23]1[S:22][C:21]([C:18]2[CH:19]=[CH:20][C:15]([C:12]3[CH:13]=[CH:14][C:9]([C:6]4([C:4]([OH:5])=[O:3])[CH2:8][CH2:7]4)=[CH:10][CH:11]=3)=[CH:16][CH:17]=2)=[C:25]([NH:26][C:27]([O:29][C@@H:30]([C:32]2[CH:37]=[CH:36][C:35]([F:38])=[CH:34][C:33]=2[Cl:39])[CH3:31])=[O:28])[CH:24]=1, predict the reactants needed to synthesize it. The reactants are: C([O:3][C:4]([C:6]1([C:9]2[CH:14]=[CH:13][C:12]([C:15]3[CH:20]=[CH:19][C:18]([C:21]4[S:22][C:23]([Cl:40])=[CH:24][C:25]=4[NH:26][C:27]([O:29][C@@H:30]([C:32]4[CH:37]=[CH:36][C:35]([F:38])=[CH:34][C:33]=4[Cl:39])[CH3:31])=[O:28])=[CH:17][CH:16]=3)=[CH:11][CH:10]=2)[CH2:8][CH2:7]1)=[O:5])C.[OH-].[Na+].Cl. (3) Given the product [NH2:6][C:5]1[N:11]([CH3:10])[N:12]=[C:3]([C:2]([CH3:9])([CH3:8])[CH3:1])[CH:4]=1, predict the reactants needed to synthesize it. The reactants are: [CH3:1][C:2]([CH3:9])([CH3:8])[C:3](=O)[CH2:4][C:5]#[N:6].[CH3:10][NH:11][NH2:12].